From a dataset of Forward reaction prediction with 1.9M reactions from USPTO patents (1976-2016). Predict the product of the given reaction. Given the reactants [CH3:1][O:2][CH2:3][C:4]1[S:8][C:7]([NH:9][S:10]([C:13]2[CH:18]=[CH:17][C:16]([N+:19]([O-])=O)=[CH:15][CH:14]=2)(=[O:12])=[O:11])=[N:6][N:5]=1.O, predict the reaction product. The product is: [NH2:19][C:16]1[CH:17]=[CH:18][C:13]([S:10]([NH:9][C:7]2[S:8][C:4]([CH2:3][O:2][CH3:1])=[N:5][N:6]=2)(=[O:12])=[O:11])=[CH:14][CH:15]=1.